Dataset: Full USPTO retrosynthesis dataset with 1.9M reactions from patents (1976-2016). Task: Predict the reactants needed to synthesize the given product. (1) Given the product [C:17]1([C@@H:9]2[CH2:8][C@@H:7]([C:5]3[O:4][NH:3][C:2](=[O:1])[CH:6]=3)[CH2:12][CH2:11][NH:10]2)[CH:18]=[CH:19][CH:20]=[CH:21][CH:22]=1, predict the reactants needed to synthesize it. The reactants are: [O:1]=[C:2]1[CH:6]=[C:5]([C@H:7]2[CH2:12][CH2:11][N:10](C(OC)=O)[C@H:9]([C:17]3[CH:22]=[CH:21][CH:20]=[CH:19][CH:18]=3)[CH2:8]2)[O:4][NH:3]1.Br. (2) Given the product [F:17][C:2]([F:1])([F:16])[C:3]([N:5]1[CH2:9][CH2:8][CH2:7][CH:6]1[C:10]1[CH:15]=[CH:14][C:13]([S:19]([Cl:18])(=[O:21])=[O:20])=[CH:12][CH:11]=1)=[O:4], predict the reactants needed to synthesize it. The reactants are: [F:1][C:2]([F:17])([F:16])[C:3]([N:5]1[CH2:9][CH2:8][CH2:7][CH:6]1[C:10]1[CH:15]=[CH:14][CH:13]=[CH:12][CH:11]=1)=[O:4].[Cl:18][S:19](O)(=[O:21])=[O:20]. (3) Given the product [C:40]([N:27]1[CH2:28][CH2:29][CH:24]([O:23][C:17]2[CH:18]=[CH:19][C:20]([Cl:22])=[CH:21][C:16]=2[CH:15]2[CH2:14][C:13](=[O:30])[NH:12][CH:11]([C:31]3[CH:36]=[C:35]([F:37])[CH:34]=[CH:33][C:32]=3[CH3:38])[C:10]32[C:5]2[C:6](=[CH:7][C:2]([Cl:1])=[CH:3][CH:4]=2)[NH:8][C:9]3=[O:39])[CH2:25][CH2:26]1)(=[O:42])[CH3:41], predict the reactants needed to synthesize it. The reactants are: [Cl:1][C:2]1[CH:7]=[C:6]2[NH:8][C:9](=[O:39])[C:10]3([CH:15]([C:16]4[CH:21]=[C:20]([Cl:22])[CH:19]=[CH:18][C:17]=4[O:23][CH:24]4[CH2:29][CH2:28][NH:27][CH2:26][CH2:25]4)[CH2:14][C:13](=[O:30])[NH:12][CH:11]3[C:31]3[CH:36]=[C:35]([F:37])[CH:34]=[CH:33][C:32]=3[CH3:38])[C:5]2=[CH:4][CH:3]=1.[C:40](Cl)(=[O:42])[CH3:41].N1C=CC=CC=1. (4) Given the product [Br:1][C:2]1[CH:11]=[CH:10][C:9]2[N:8]=[CH:7][C:6]3[N:12]([CH3:29])[C:13](=[O:26])[N:14]([C:15]4[CH:16]=[CH:17][C:18]([C:21]([CH3:24])([CH3:25])[C:22]#[N:23])=[N:19][CH:20]=4)[C:5]=3[C:4]=2[CH:3]=1, predict the reactants needed to synthesize it. The reactants are: [Br:1][C:2]1[CH:11]=[CH:10][C:9]2[N:8]=[CH:7][C:6]3[NH:12][C:13](=[O:26])[N:14]([C:15]4[CH:16]=[CH:17][C:18]([C:21]([CH3:25])([CH3:24])[C:22]#[N:23])=[N:19][CH:20]=4)[C:5]=3[C:4]=2[CH:3]=1.[H-].[Na+].[CH3:29]I. (5) Given the product [CH3:51][O:50][C:46](=[O:49])[CH2:47][CH2:48][NH:1][CH2:2][CH2:3][NH:4][C:5]([C@:7]12[CH2:42][CH2:41][C@@H:40]([C:43]([CH3:45])=[CH2:44])[C@@H:8]1[C@@H:9]1[C@@:22]([CH3:25])([CH2:23][CH2:24]2)[C@@:21]2([CH3:26])[C@@H:12]([C@:13]3([CH3:39])[C@@H:18]([CH2:19][CH2:20]2)[C:17]([CH3:27])([CH3:28])[C:16]([C:29]2[CH:30]=[CH:31][C:32]([C:33]([O:35][CH3:36])=[O:34])=[CH:37][CH:38]=2)=[CH:15][CH2:14]3)[CH2:11][CH2:10]1)=[O:6], predict the reactants needed to synthesize it. The reactants are: [NH2:1][CH2:2][CH2:3][NH:4][C:5]([C@:7]12[CH2:42][CH2:41][C@@H:40]([C:43]([CH3:45])=[CH2:44])[C@@H:8]1[C@@H:9]1[C@@:22]([CH3:25])([CH2:23][CH2:24]2)[C@@:21]2([CH3:26])[C@@H:12]([C@:13]3([CH3:39])[C@@H:18]([CH2:19][CH2:20]2)[C:17]([CH3:28])([CH3:27])[C:16]([C:29]2[CH:38]=[CH:37][C:32]([C:33]([O:35][CH3:36])=[O:34])=[CH:31][CH:30]=2)=[CH:15][CH2:14]3)[CH2:11][CH2:10]1)=[O:6].[C:46]([O:50][CH3:51])(=[O:49])[CH:47]=[CH2:48]. (6) Given the product [NH2:15][C:12]1[CH:13]=[C:14]2[C:9](=[CH:10][CH:11]=1)[NH:8][N:7]=[C:6]2[NH:5][S:2]([CH3:1])(=[O:4])=[O:3], predict the reactants needed to synthesize it. The reactants are: [CH3:1][S:2]([NH:5][C:6]1[C:14]2[C:9](=[CH:10][CH:11]=[C:12]([N+:15]([O-])=O)[CH:13]=2)[NH:8][N:7]=1)(=[O:4])=[O:3].C(O)C.N.